From a dataset of Reaction yield outcomes from USPTO patents with 853,638 reactions. Predict the reaction yield, written as a fraction of the theoretical maximum amount of product (1.0 means a 100% yield; for example, 0.34 means a 34% yield). (1) The reactants are [N-:1]=[N+:2]=[N-:3].[Na+].[F:5][C@@H:6]1[C:10](=[CH2:11])[O:9][C@@H:8]([N:12]2[CH:17]=[CH:16][C:15](=[O:18])[NH:14][C:13]2=[O:19])[C@@H:7]1[OH:20].CN1CCOCC1.[I:28]I.C(N[C@H](C(O)=O)CS)(=O)C. The catalyst is CC#N.C1COCC1. The product is [N:1]([C@:10]1([CH2:11][I:28])[O:9][C@@H:8]([N:12]2[CH:17]=[CH:16][C:15](=[O:18])[NH:14][C:13]2=[O:19])[C@H:7]([OH:20])[C@@H:6]1[F:5])=[N+:2]=[N-:3]. The yield is 0.210. (2) The reactants are [CH2:1]([O:3][C:4]([C:6]1[O:7][C:8]2[CH:15]=[CH:14][CH:13]=[C:12]([NH2:16])[C:9]=2[C:10]=1[CH3:11])=[O:5])[CH3:2].[Cl:17][CH2:18][CH2:19][CH2:20][S:21](Cl)(=[O:23])=[O:22]. No catalyst specified. The product is [CH2:1]([O:3][C:4]([C:6]1[O:7][C:8]2[CH:15]=[CH:14][CH:13]=[C:12]([NH:16][S:21]([CH2:20][CH2:19][CH2:18][Cl:17])(=[O:23])=[O:22])[C:9]=2[C:10]=1[CH3:11])=[O:5])[CH3:2]. The yield is 0.700. (3) The reactants are [NH2:1][C:2]1[N:7]=[N:6][C:5]([N:8]2[CH2:13][CH2:12][N:11]([C:14]([C:16]3[CH:21]=[CH:20][CH:19]=[CH:18][C:17]=3[C:22]([F:25])([F:24])[F:23])=[O:15])[CH2:10][CH2:9]2)=[CH:4][CH:3]=1.Br[CH2:27][C:28](=O)[CH2:29][CH3:30].C(=O)(O)[O-].[Na+]. The catalyst is C(O)C. The product is [CH2:29]([C:28]1[N:1]=[C:2]2[CH:3]=[CH:4][C:5]([N:8]3[CH2:9][CH2:10][N:11]([C:14]([C:16]4[CH:21]=[CH:20][CH:19]=[CH:18][C:17]=4[C:22]([F:25])([F:24])[F:23])=[O:15])[CH2:12][CH2:13]3)=[N:6][N:7]2[CH:27]=1)[CH3:30]. The yield is 0.690.